Dataset: Full USPTO retrosynthesis dataset with 1.9M reactions from patents (1976-2016). Task: Predict the reactants needed to synthesize the given product. (1) Given the product [CH3:46][C:38]1[C:39]([O:42][C:43](=[O:45])[CH3:44])=[CH:40][CH:41]=[C:36]2[C:37]=1[C:31](=[O:33])[CH:30]=[CH:34][NH:35]2, predict the reactants needed to synthesize it. The reactants are: C1C=CC(C2C=CC=CC=2)=CC=1.C1C=CC(OC2C=CC=CC=2)=CC=1.CC1(C)O[C:31](=[O:33])[C:30](=[CH:34][NH:35][C:36]2[CH:41]=[CH:40][C:39]([O:42][C:43](=[O:45])[CH3:44])=[C:38]([CH3:46])[CH:37]=2)C(=O)O1. (2) Given the product [F:24][C:8]1[C:7]([C:25]#[C:26][C:1]2([OH:5])[CH2:4][CH2:3][CH2:2]2)=[CH:23][C:11]2[C:12]3[N:13]([CH:17]=[C:18]([C:20]([NH2:22])=[O:21])[N:19]=3)[CH2:14][CH2:15][O:16][C:10]=2[CH:9]=1, predict the reactants needed to synthesize it. The reactants are: [C:1]1(=[O:5])[CH2:4][CH2:3][CH2:2]1.Br[C:7]1[C:8]([F:24])=[CH:9][C:10]2[O:16][CH2:15][CH2:14][N:13]3[CH:17]=[C:18]([C:20]([NH2:22])=[O:21])[N:19]=[C:12]3[C:11]=2[CH:23]=1.[CH4:25].[CH3:26]O. (3) Given the product [ClH:20].[NH:10]1[CH2:11][CH2:12][CH:7]([N:4]2[CH2:5][CH2:6][C@H:2]([OH:1])[CH2:3]2)[CH2:8][CH2:9]1, predict the reactants needed to synthesize it. The reactants are: [OH:1][C@H:2]1[CH2:6][CH2:5][N:4]([CH:7]2[CH2:12][CH2:11][N:10](C(OC(C)(C)C)=O)[CH2:9][CH2:8]2)[CH2:3]1.[ClH:20]. (4) Given the product [CH2:20]1[CH:19]([C:18]#[C:17][C@:12]2([C:13]([F:15])([F:14])[F:16])[O:4][C:1](=[O:2])[NH:29][C:23]3[CH:24]=[CH:25][C:26]([Cl:28])=[CH:27][C:22]2=3)[CH2:21]1, predict the reactants needed to synthesize it. The reactants are: [C:1]([O-:4])([O-])=[O:2].[Na+].[Na+].S(O[C@:12]([C:22]1[CH:27]=[C:26]([Cl:28])[CH:25]=[CH:24][C:23]=1[NH2:29])([C:17]#[C:18][CH:19]1[CH2:21][CH2:20]1)[C:13]([F:16])([F:15])[F:14])(=O)(=O)C.CS([O-])(=O)=O.[H][H].O=C(Cl)OC(Cl)(Cl)Cl. (5) Given the product [NH2:1][C:2]1[C:3]([F:9])=[C:4]([CH:5]=[CH:6][CH:7]=1)[O:8][C:11]1[N:12]=[C:13]([NH:22][C:23]2[CH:24]=[CH:25][C:26]([N:29]3[CH2:34][CH2:33][N:32]([CH3:35])[CH2:31][CH2:30]3)=[CH:27][CH:28]=2)[C:14]([C:19]([NH2:21])=[O:20])=[N:15][C:16]=1[CH2:17][CH3:18], predict the reactants needed to synthesize it. The reactants are: [NH2:1][C:2]1[C:3]([F:9])=[C:4]([OH:8])[CH:5]=[CH:6][CH:7]=1.Cl[C:11]1[N:12]=[C:13]([NH:22][C:23]2[CH:28]=[CH:27][C:26]([N:29]3[CH2:34][CH2:33][N:32]([CH3:35])[CH2:31][CH2:30]3)=[CH:25][CH:24]=2)[C:14]([C:19]([NH2:21])=[O:20])=[N:15][C:16]=1[CH2:17][CH3:18].C(=O)([O-])[O-].[K+].[K+].CN1CCCC1=O. (6) Given the product [CH3:12][C:13]1[C:18]([C:2]2[CH:7]=[C:6]([C:8]([CH3:11])([CH3:10])[CH3:9])[N:5]=[CH:4][N:3]=2)=[CH:17][CH:16]=[CH:15][N:14]=1, predict the reactants needed to synthesize it. The reactants are: Cl[C:2]1[CH:7]=[C:6]([C:8]([CH3:11])([CH3:10])[CH3:9])[N:5]=[CH:4][N:3]=1.[CH3:12][C:13]1[C:18](B2OC(C)(C)C(C)(C)O2)=[CH:17][CH:16]=[CH:15][N:14]=1.C([O-])(=O)C.[K+].C(=O)([O-])[O-].[Na+].[Na+]. (7) Given the product [CH3:10][NH:12][CH:13]1[CH2:14][CH2:15][N:16]([CH2:19][C:20]2[CH:25]=[CH:24][N:23]=[C:22]([C:26]3[CH:31]=[C:30]([O:32][CH3:33])[C:29]([O:34][CH3:35])=[C:28]([O:36][CH3:37])[CH:27]=3)[CH:21]=2)[CH2:17][CH2:18]1, predict the reactants needed to synthesize it. The reactants are: [H-].[Al+3].[Li+].[H-].[H-].[H-].C(O[C:10]([NH:12][CH:13]1[CH2:18][CH2:17][N:16]([CH2:19][C:20]2[CH:25]=[CH:24][N:23]=[C:22]([C:26]3[CH:31]=[C:30]([O:32][CH3:33])[C:29]([O:34][CH3:35])=[C:28]([O:36][CH3:37])[CH:27]=3)[CH:21]=2)[CH2:15][CH2:14]1)=O)C.[Cl-].[NH4+]. (8) Given the product [CH3:34][N:13]([CH2:12][CH2:11][CH2:10][CH2:9][CH2:8][CH:7]([C:1]1[CH:6]=[CH:5][CH:4]=[CH:3][CH:2]=1)[O:21][C:22]1[CH:23]=[CH:24][C:25]([C:28]([F:29])([F:30])[F:31])=[CH:26][CH:27]=1)[C:14](=[O:20])[O:15][C:16]([CH3:19])([CH3:18])[CH3:17], predict the reactants needed to synthesize it. The reactants are: [C:1]1([CH:7]([O:21][C:22]2[CH:27]=[CH:26][C:25]([C:28]([F:31])([F:30])[F:29])=[CH:24][CH:23]=2)[CH2:8][CH2:9][CH2:10][CH2:11][CH2:12][NH:13][C:14](=[O:20])[O:15][C:16]([CH3:19])([CH3:18])[CH3:17])[CH:6]=[CH:5][CH:4]=[CH:3][CH:2]=1.[H-].[Na+].[CH3:34]I.O. (9) Given the product [NH:13]1[C:14]2[C:19](=[CH:18][CH:17]=[CH:16][CH:15]=2)[C:11]([CH2:10][CH2:9][CH2:8][CH2:7][CH2:6][C:5]([NH2:21])=[O:4])=[CH:12]1, predict the reactants needed to synthesize it. The reactants are: C(C[O:4][C:5](=O)[CH2:6][CH2:7][CH2:8][CH2:9][CH2:10][C:11]1[C:19]2[C:14](=[CH:15][CH:16]=[CH:17][CH:18]=2)[NH:13][CH:12]=1)#N.[NH3:21].